Predict the reactants needed to synthesize the given product. From a dataset of Full USPTO retrosynthesis dataset with 1.9M reactions from patents (1976-2016). (1) Given the product [CH3:44][O:43][C:37]1[CH:36]=[C:35]([C:28]2[CH:29]=[N:30][CH:31]=[C:32]([C:27]=2[NH:45][C:46]2[CH:47]=[C:48]3[C:52](=[C:53]([CH3:55])[CH:54]=2)[NH:51][CH:50]=[CH:49]3)[C:33]#[N:34])[CH:40]=[CH:39][C:38]=1[O:41][CH3:42], predict the reactants needed to synthesize it. The reactants are: BrC1C=C(C2C=NC=C(C=2NC2C=C3C(=CC=2)NC=C3)C#N)C=CC=1.Cl[C:27]1[C:32]([C:33]#[N:34])=[CH:31][N:30]=[CH:29][C:28]=1[C:35]1[CH:40]=[CH:39][C:38]([O:41][CH3:42])=[C:37]([O:43][CH3:44])[CH:36]=1.[NH2:45][C:46]1[CH:47]=[C:48]2[C:52](=[C:53]([CH3:55])[CH:54]=1)[NH:51][CH:50]=[CH:49]2. (2) Given the product [CH2:46]([CH:45]([NH:44][C:42](=[O:43])[NH:41][C:38]1[CH:37]=[CH:36][C:35]([O:34][C:33]2[CH:50]=[CH:51][C:30]([NH:29][C:56](=[O:57])[C:15]3[CH:14]=[CH:13][C:18]([O:19][CH:20]4[CH2:21][CH2:22][N:23]([CH:26]([CH3:27])[CH3:28])[CH2:24][CH2:25]4)=[CH:17][CH:16]=3)=[CH:31][C:32]=2[CH3:52])=[CH:40][CH:39]=1)[CH2:48][CH3:49])[CH3:47], predict the reactants needed to synthesize it. The reactants are: C(ON1[C:14]2[CH:15]=[CH:16][CH:17]=[C:18]([O:19][CH:20]3[CH2:25][CH2:24][N:23]([CH:26]([CH3:28])[CH3:27])[CH2:22][CH2:21]3)[C:13]=2N=N1)(=O)C1C=CC=CC=1.[NH2:29][C:30]1[CH:51]=[CH:50][C:33]([O:34][C:35]2[CH:40]=[CH:39][C:38]([NH:41][C:42]([NH:44][CH:45]([CH2:48][CH3:49])[CH2:46][CH3:47])=[O:43])=[CH:37][CH:36]=2)=[C:32]([CH3:52])[CH:31]=1.CN([CH:56]=[O:57])C.